Dataset: Retrosynthesis with 50K atom-mapped reactions and 10 reaction types from USPTO. Task: Predict the reactants needed to synthesize the given product. (1) Given the product Cn1nccc1Nc1nccc(-c2cc(F)n3c(C(CCO)Oc4ccccc4)nnc3c2)n1, predict the reactants needed to synthesize it. The reactants are: Cn1nccc1Nc1nccc(-c2cc(F)n3c(C(CCO[Si](C)(C)C(C)(C)C)Oc4ccccc4)nnc3c2)n1. (2) Given the product CC(C)(O)COc1cnc(-c2cccc(Cc3nn(-c4cc(F)cc(C#N)c4)ccc3=O)c2)nc1, predict the reactants needed to synthesize it. The reactants are: CC(C)(O)COc1cnc(-c2cccc(B3OC(C)(C)C(C)(C)O3)c2)nc1.N#Cc1cc(F)cc(-n2ccc(=O)c(CCl)n2)c1. (3) Given the product COC(=O)c1ccc2ncc(-c3ccc(OC)cc3)n2c1, predict the reactants needed to synthesize it. The reactants are: COC(=O)c1ccc2ncc(I)n2c1.COc1ccc(B(O)O)cc1. (4) Given the product O=C(O)CCC1=CCCCC1, predict the reactants needed to synthesize it. The reactants are: CCOC(=O)CCC1=CCCCC1.